Dataset: Peptide-MHC class II binding affinity with 134,281 pairs from IEDB. Task: Regression. Given a peptide amino acid sequence and an MHC pseudo amino acid sequence, predict their binding affinity value. This is MHC class II binding data. (1) The peptide sequence is SGRVTRDSRRLRRIC. The MHC is DRB5_0101 with pseudo-sequence DRB5_0101. The binding affinity (normalized) is 0.622. (2) The peptide sequence is PEIWHHLSTLIKQPD. The MHC is DRB1_1101 with pseudo-sequence DRB1_1101. The binding affinity (normalized) is 0.741. (3) The peptide sequence is NPRQAYANYRDIDLG. The MHC is DRB1_1602 with pseudo-sequence DRB1_1602. The binding affinity (normalized) is 0.569. (4) The peptide sequence is KYDAYVATLSEALRI. The MHC is DRB4_0101 with pseudo-sequence DRB4_0103. The binding affinity (normalized) is 0.152. (5) The peptide sequence is AIVYYSMYGHIKKMA. The MHC is HLA-DQA10301-DQB10302 with pseudo-sequence HLA-DQA10301-DQB10302. The binding affinity (normalized) is 0.0412. (6) The peptide sequence is FTVQKGSDPKKLVLN. The MHC is HLA-DPA10103-DPB10401 with pseudo-sequence HLA-DPA10103-DPB10401. The binding affinity (normalized) is 0.0605.